Dataset: Forward reaction prediction with 1.9M reactions from USPTO patents (1976-2016). Task: Predict the product of the given reaction. (1) Given the reactants [C:1]1([CH2:9][OH:10])[C:2]([CH2:7][OH:8])=[CH:3][CH:4]=[CH:5][CH:6]=1.C(N(CC)CC)C.[S:18](Cl)(Cl)=[O:19].CC[O:24]CC, predict the reaction product. The product is: [CH2:7]1[C:2]2[CH:3]=[CH:4][CH:5]=[CH:6][C:1]=2[CH2:9][O:10][S:18](=[O:19])(=[O:24])[O:8]1. (2) Given the reactants [OH:1][CH2:2][CH:3]1[CH2:8][CH2:7][N:6]([C:9]([O:11][C:12]([CH3:15])([CH3:14])[CH3:13])=[O:10])[CH2:5][CH2:4]1.[C:16]1(C2C3C(=C4C(=CC=3)C(C3C=CC=CC=3)=CC=N4)N=CC=2)C=CC=C[CH:17]=1, predict the reaction product. The product is: [CH:16]([O:1][CH2:2][CH:3]1[CH2:8][CH2:7][N:6]([C:9]([O:11][C:12]([CH3:15])([CH3:14])[CH3:13])=[O:10])[CH2:5][CH2:4]1)=[CH2:17]. (3) Given the reactants [CH2:1]([O:9][C:10]([C@:12]1([NH2:17])[CH2:16][CH2:15][O:14][CH2:13]1)=[O:11])[CH2:2][C:3]1[CH:8]=[CH:7][CH:6]=[CH:5][CH:4]=1.[Cl:18][C:19]1[S:23][C:22]([C:24](O)=[O:25])=[CH:21][CH:20]=1.C1C=CC2N(O)N=NC=2C=1.CCN=C=NCCCN(C)C.Cl, predict the reaction product. The product is: [CH2:1]([O:9][C:10]([C@:12]1([NH:17][C:24]([C:22]2[S:23][C:19]([Cl:18])=[CH:20][CH:21]=2)=[O:25])[CH2:16][CH2:15][O:14][CH2:13]1)=[O:11])[CH2:2][C:3]1[CH:4]=[CH:5][CH:6]=[CH:7][CH:8]=1. (4) Given the reactants [S:1]1[CH2:5][CH:4]=[C:3]2[CH:6]=[C:7]3[CH:11]=[CH:10][S:9][C:8]3=[C:2]12.[CH2:12]([Li])[CH2:13][CH2:14][CH3:15].[CH3:17][CH2:18][CH2:19][CH2:20]CC.Br[CH2:24][CH2:25][CH2:26][CH2:27][CH2:28][CH2:29][CH2:30][CH2:31][OH:32].[Cl-].[Na+].[OH2:35], predict the reaction product. The product is: [OH:35][CH2:12][CH2:13][CH2:14][CH2:15][CH2:17][CH2:18][CH2:19][CH2:20][C:6]1([CH2:24][CH2:25][CH2:26][CH2:27][CH2:28][CH2:29][CH2:30][CH2:31][OH:32])[C:3]2[CH:4]=[CH:5][S:1][C:2]=2[C:8]2[S:9][CH:10]=[CH:11][C:7]1=2. (5) Given the reactants [C:1]([C:4]1[CH:9]=[CH:8][C:7]([NH2:10])=[CH:6][C:5]=1[OH:11])(=[O:3])[CH3:2].Cl[C:13]1[C:22]2[C:17](=[CH:18][CH:19]=[CH:20][CH:21]=2)[C:16]([CH2:23][C:24]2[CH:29]=[CH:28][N:27]=[CH:26][CH:25]=2)=[N:15][N:14]=1.N.ClCCl, predict the reaction product. The product is: [C:1]([C:4]1[CH:9]=[CH:8][C:7]([NH:10][C:13]2[C:22]3[C:17](=[CH:18][CH:19]=[CH:20][CH:21]=3)[C:16]([CH2:23][C:24]3[CH:29]=[CH:28][N:27]=[CH:26][CH:25]=3)=[N:15][N:14]=2)=[CH:6][C:5]=1[OH:11])(=[O:3])[CH3:2]. (6) Given the reactants C([O-])([O-])=O.[K+].[K+].[F:7][C:8]1[CH:9]=[C:10]([CH:31]=[CH:32][CH:33]=1)[CH2:11][NH:12][C:13]([C:15]1[C:16]([OH:30])=[N:17][C:18]2[C:23]([C:24]=1[CH3:25])=[CH:22][CH:21]=[C:20]([C:26]([F:29])([F:28])[F:27])[CH:19]=2)=[O:14].Br[CH2:35][CH2:36][O:37][CH3:38].CCOC(C)=O.CCCCCC, predict the reaction product. The product is: [F:7][C:8]1[CH:9]=[C:10]([CH2:11][NH:12][C:13]([C:15]2[C:16]([O:30][CH2:35][CH2:36][O:37][CH3:38])=[N:17][C:18]3[C:23]([C:24]=2[CH3:25])=[CH:22][CH:21]=[C:20]([C:26]([F:27])([F:28])[F:29])[CH:19]=3)=[O:14])[CH:31]=[CH:32][CH:33]=1.